From a dataset of Reaction yield outcomes from USPTO patents with 853,638 reactions. Predict the reaction yield, written as a fraction of the theoretical maximum amount of product (1.0 means a 100% yield; for example, 0.34 means a 34% yield). (1) The reactants are [Cl:1][C:2]1[C:11]2[CH2:10][CH2:9][CH:8]([CH2:12][OH:13])[CH2:7][C:6]=2[N:5]=[CH:4][N:3]=1.[C:14](=O)([O-])[O-].[K+].[K+].IC. The catalyst is C1COCC1. The product is [Cl:1][C:2]1[C:11]2[CH2:10][CH2:9][CH:8]([CH2:12][O:13][CH3:14])[CH2:7][C:6]=2[N:5]=[CH:4][N:3]=1. The yield is 0.350. (2) The reactants are [OH:1][C@@H:2]1[CH2:6][CH2:5][N:4]([C:7]([C:9]2[S:17][C:16]3[C:11](=[N:12][CH:13]=[CH:14][C:15]=3[O:18][C:19]3[CH:20]=[CH:21][C:22]4[C:26]([C:27]([OH:29])=O)=[C:25]([CH3:30])[S:24][C:23]=4[CH:31]=3)[CH:10]=2)=[O:8])[CH2:3]1.[NH2:32][CH2:33][CH:34]1[CH2:36][CH2:35]1.C(N(C(C)C)CC)(C)C.CN(C(ON1N=NC2C=CC=CC1=2)=[N+](C)C)C.F[P-](F)(F)(F)(F)F. No catalyst specified. The product is [CH:34]1([CH2:33][NH:32][C:27]([C:26]2[C:22]3[CH:21]=[CH:20][C:19]([O:18][C:15]4[CH:14]=[CH:13][N:12]=[C:11]5[CH:10]=[C:9]([C:7]([N:4]6[CH2:5][CH2:6][C@@H:2]([OH:1])[CH2:3]6)=[O:8])[S:17][C:16]=45)=[CH:31][C:23]=3[S:24][C:25]=2[CH3:30])=[O:29])[CH2:36][CH2:35]1. The yield is 0.460.